Dataset: Experimentally validated miRNA-target interactions with 360,000+ pairs, plus equal number of negative samples. Task: Binary Classification. Given a miRNA mature sequence and a target amino acid sequence, predict their likelihood of interaction. The miRNA is hsa-miR-5581-3p with sequence UUCCAUGCCUCCUAGAAGUUCC. The protein sequence of the target gene is MPPGGGGPMKDCEYSQISTHSSSPMESPHKKKKIAARRKWEVFPGRNKFFCNGRIMMARQTGVFYLTLVLILVTSGLFFAFDCPYLAVKITPAIPAVAGILFFFVMGTLLRTSFSDPGVLPRATPDEAADLERQIDIANGTSSGGYRPPPRTKEVIINGQTVKLKYCFTCKIFRPPRASHCSLCDNCVERFDHHCPWVGNCVGKRNYRFFYMFILSLSFLTVFIFAFVITHVILRSQQTGFLNALKDSPASVLEAVVCFFSVWSIVGLSGFHTYLISSNQTTNEDIKGSWSNKRGKENYN.... Result: 1 (interaction).